Task: Regression. Given a peptide amino acid sequence and an MHC pseudo amino acid sequence, predict their binding affinity value. This is MHC class I binding data.. Dataset: Peptide-MHC class I binding affinity with 185,985 pairs from IEDB/IMGT (1) The peptide sequence is YYKKDNAYY. The MHC is HLA-A29:02 with pseudo-sequence HLA-A29:02. The binding affinity (normalized) is 0.711. (2) The peptide sequence is IYYLEKANKI. The MHC is HLA-A24:02 with pseudo-sequence HLA-A24:02. The binding affinity (normalized) is 0.516. (3) The MHC is HLA-A01:01 with pseudo-sequence HLA-A01:01. The binding affinity (normalized) is 0. The peptide sequence is KWDLLKYDF. (4) The peptide sequence is IAVANCVRNL. The MHC is HLA-A02:03 with pseudo-sequence HLA-A02:03. The binding affinity (normalized) is 0.432. (5) The peptide sequence is RASTTENAAY. The MHC is HLA-A31:01 with pseudo-sequence HLA-A31:01. The binding affinity (normalized) is 0.293. (6) The peptide sequence is RVYNNTARY. The MHC is HLA-A03:01 with pseudo-sequence HLA-A03:01. The binding affinity (normalized) is 0.637. (7) The peptide sequence is VDSSQGSEY. The MHC is HLA-A01:01 with pseudo-sequence HLA-A01:01. The binding affinity (normalized) is 0.372. (8) The peptide sequence is MTVVSAVHF. The MHC is HLA-A32:01 with pseudo-sequence HLA-A32:01. The binding affinity (normalized) is 0.300. (9) The peptide sequence is TTVNTLSER. The MHC is HLA-A31:01 with pseudo-sequence HLA-A31:01. The binding affinity (normalized) is 1.00. (10) The peptide sequence is ETIEDYLGY. The MHC is HLA-B46:01 with pseudo-sequence HLA-B46:01. The binding affinity (normalized) is 0.0847.